The task is: Predict the reactants needed to synthesize the given product.. This data is from Full USPTO retrosynthesis dataset with 1.9M reactions from patents (1976-2016). (1) Given the product [CH2:41]([N:29]1[C:3]2[C@@:2]3([CH3:1])[C:8]([CH3:10])([CH3:9])[C@H:5]([CH2:6][CH2:7]3)[C:4]=2[C:11](=[O:12])[N:30]1[C:31]1[CH:40]=[CH:39][C:38]2[C:33](=[CH:34][CH:35]=[CH:36][CH:37]=2)[CH:32]=1)[C:42]1[CH:43]=[CH:44][CH:45]=[CH:46][CH:47]=1, predict the reactants needed to synthesize it. The reactants are: [CH3:1][C@:2]12[C:8]([CH3:10])([CH3:9])[C@H:5]([CH2:6][CH2:7]1)[CH:4]([C:11](Cl)=[O:12])[C:3]2=O.C(N(CC)CC)C.C(OC([N:29]([CH2:41][C:42]1[CH:47]=[CH:46][CH:45]=[CH:44][CH:43]=1)[NH:30][C:31]1[CH:40]=[CH:39][C:38]2[C:33](=[CH:34][CH:35]=[CH:36][CH:37]=2)[CH:32]=1)=O)(C)(C)C.Cl.O1CCOCC1. (2) Given the product [C:32]1([C:30]2[N:31]=[C:26]([C:9]3[CH:14]=[CH:13][CH:12]=[C:11]([B:15]4[O:16][C:17]([CH3:22])([CH3:23])[C:18]([CH3:20])([CH3:21])[O:19]4)[CH:10]=3)[N:27]=[C:28]([N:38]3[C:50]4[CH:49]=[CH:48][CH:47]=[CH:46][C:45]=4[C:44]4[C:39]3=[CH:40][CH:41]=[CH:42][CH:43]=4)[N:29]=2)[CH:33]=[CH:34][CH:35]=[CH:36][CH:37]=1, predict the reactants needed to synthesize it. The reactants are: CC1(C)C(C)(C)OB([C:9]2[CH:14]=[CH:13][CH:12]=[C:11]([B:15]3[O:19][C:18]([CH3:21])([CH3:20])[C:17]([CH3:23])([CH3:22])[O:16]3)[CH:10]=2)O1.Cl[C:26]1[N:31]=[C:30]([C:32]2[CH:37]=[CH:36][CH:35]=[CH:34][CH:33]=2)[N:29]=[C:28]([N:38]2[C:50]3[CH:49]=[CH:48][CH:47]=[CH:46][C:45]=3[C:44]3[C:39]2=[CH:40][CH:41]=[CH:42][CH:43]=3)[N:27]=1.C([O-])([O-])=O.[Na+].[Na+].CCO. (3) Given the product [OH:23][NH:22][C:14](=[NH:15])[C:13]1[CH:16]=[CH:17][C:10]([N:7]2[CH2:6][CH2:5][N:4]([CH:1]([CH3:2])[CH3:3])[CH2:9][CH2:8]2)=[N:11][CH:12]=1, predict the reactants needed to synthesize it. The reactants are: [CH:1]([N:4]1[CH2:9][CH2:8][N:7]([C:10]2[CH:17]=[CH:16][C:13]([C:14]#[N:15])=[CH:12][N:11]=2)[CH2:6][CH2:5]1)([CH3:3])[CH3:2].C(O)C.Cl.[NH2:22][OH:23].C(=O)([O-])[O-].[K+].[K+].